Dataset: Full USPTO retrosynthesis dataset with 1.9M reactions from patents (1976-2016). Task: Predict the reactants needed to synthesize the given product. Given the product [Cl:8][C:9]1[CH:10]=[CH:11][C:12]([C:15]2[CH:16]=[CH:17][C:18]([C:21]#[C:22][C:24]3[CH:37]=[CH:36][C:27]([O:28][CH2:29][CH2:30][N:31]4[CH2:32][CH2:33][CH2:34][CH2:35]4)=[C:26]([Cl:38])[CH:25]=3)=[N:19][CH:20]=2)=[CH:13][CH:14]=1, predict the reactants needed to synthesize it. The reactants are: C(N(CC)CC)C.[Cl:8][C:9]1[CH:14]=[CH:13][C:12]([C:15]2[CH:16]=[CH:17][C:18]([C:21]#[CH:22])=[N:19][CH:20]=2)=[CH:11][CH:10]=1.Br[C:24]1[CH:37]=[CH:36][C:27]([O:28][CH2:29][CH2:30][N:31]2[CH2:35][CH2:34][CH2:33][CH2:32]2)=[C:26]([Cl:38])[CH:25]=1.